This data is from Retrosynthesis with 50K atom-mapped reactions and 10 reaction types from USPTO. The task is: Predict the reactants needed to synthesize the given product. (1) Given the product CC(C)(C)OC(=O)Nc1ccc(OS(C)(=O)=O)cc1, predict the reactants needed to synthesize it. The reactants are: CC(C)(C)OC(=O)Nc1ccc(O)cc1.CS(=O)(=O)Cl. (2) Given the product COC(=O)c1ncc(NS(=O)(=O)c2ccncc2)cc1F, predict the reactants needed to synthesize it. The reactants are: COC(=O)c1ncc(Br)cc1F.NS(=O)(=O)c1ccncc1. (3) Given the product COc1cc(OC)c(CN=C=S)c(OC)c1, predict the reactants needed to synthesize it. The reactants are: COc1cc(OC)c(CN)c(OC)c1.S=C(Cl)Cl. (4) Given the product CCCc1ccc2c(c1)CCc1c(CC3CCCN(C(=O)OC(C)(C)C)C3=O)ncn1-2, predict the reactants needed to synthesize it. The reactants are: C/C=C\c1ccc2c(c1)CCc1c(CC3CCCN(C(=O)OC(C)(C)C)C3=O)ncn1-2. (5) Given the product Cc1ccc(Nc2ccc3[nH]ccc3c2)c([N+](=O)[O-])c1, predict the reactants needed to synthesize it. The reactants are: Cc1ccc(F)c([N+](=O)[O-])c1.Nc1ccc2[nH]ccc2c1. (6) Given the product COc1ccc2c(Cc3c(Cl)cncc3Cl)nncc2c1C=Cc1ccccc1, predict the reactants needed to synthesize it. The reactants are: COc1ccc2c(Cc3c(Cl)cncc3Cl)nncc2c1C#Cc1ccccc1. (7) Given the product O=C(O)c1cc(Cl)ccc1Oc1cncc(F)c1, predict the reactants needed to synthesize it. The reactants are: COC(=O)c1cc(Cl)ccc1Oc1cncc(F)c1. (8) Given the product ON=C1CCc2ccccc21, predict the reactants needed to synthesize it. The reactants are: NO.O=C1CCc2ccccc21. (9) Given the product C[C@@H](CO)Nc1ccc(F)c(F)c1F, predict the reactants needed to synthesize it. The reactants are: COC(=O)[C@H](C)Nc1ccc(F)c(F)c1F. (10) Given the product CC(C)(C)OC(=O)N1CCC[C@H]1c1nnn[nH]1, predict the reactants needed to synthesize it. The reactants are: CC(C)(C)OC(=O)N1CCC[C@H]1C#N.[N-]=[N+]=[N-].